Task: Predict the product of the given reaction.. Dataset: Forward reaction prediction with 1.9M reactions from USPTO patents (1976-2016) (1) Given the reactants [F:1][C:2]1[CH:15]=[C:14]([N+:16]([O-])=O)[CH:13]=[CH:12][C:3]=1[O:4][C:5]1[CH:6]=[CH:7][C:8](=[O:11])[NH:9][CH:10]=1.[Cl-].[NH4+], predict the reaction product. The product is: [NH2:16][C:14]1[CH:13]=[CH:12][C:3]([O:4][C:5]2[CH:6]=[CH:7][C:8](=[O:11])[NH:9][CH:10]=2)=[C:2]([F:1])[CH:15]=1. (2) Given the reactants [CH2:1]([N:8](C)[CH:9]1[CH2:14][CH2:13][C:12]([C:15]2[CH:20]=[CH:19][N:18]=[C:17]([N:21]([CH3:23])[CH3:22])[CH:16]=2)=[CH:11][CH2:10]1)C1C=CC=CC=1, predict the reaction product. The product is: [CH3:22][N:21]([CH3:23])[C:17]1[CH:16]=[C:15]([CH:12]2[CH2:13][CH2:14][CH:9]([NH:8][CH3:1])[CH2:10][CH2:11]2)[CH:20]=[CH:19][N:18]=1.